From a dataset of Reaction yield outcomes from USPTO patents with 853,638 reactions. Predict the reaction yield, written as a fraction of the theoretical maximum amount of product (1.0 means a 100% yield; for example, 0.34 means a 34% yield). The reactants are Cl.[NH2:2][C@H:3]1[C@H:8]2[CH2:9][C@H:5]([CH2:6][CH2:7]2)[C@H:4]1[C:10]([O:12][CH3:13])=[O:11].C([O-])(=O)C.[Na+].[F:19][C:20]1[CH:27]=[CH:26][C:23]([CH:24]=O)=[CH:22][CH:21]=1.C([BH3-])#N.[Na+].C(=O)(O)[O-].[Na+]. The catalyst is CO.C(OCC)(=O)C. The product is [F:19][C:20]1[CH:27]=[CH:26][C:23]([CH2:24][NH:2][C@H:3]2[C@H:8]3[CH2:9][C@H:5]([CH2:6][CH2:7]3)[C@H:4]2[C:10]([O:12][CH3:13])=[O:11])=[CH:22][CH:21]=1. The yield is 0.980.